Dataset: Forward reaction prediction with 1.9M reactions from USPTO patents (1976-2016). Task: Predict the product of the given reaction. (1) Given the reactants [N+:1]([C:4]1[CH:12]=[CH:11][C:10]([C:13]([F:16])([F:15])[F:14])=[CH:9][C:5]=1[C:6]([OH:8])=[O:7])([O-])=O, predict the reaction product. The product is: [NH2:1][C:4]1[CH:12]=[CH:11][C:10]([C:13]([F:14])([F:15])[F:16])=[CH:9][C:5]=1[C:6]([OH:8])=[O:7]. (2) Given the reactants [Cl:1][C:2]1[N:3]=[C:4](Cl)[C:5]2[CH2:10][CH2:9][CH:8]([C:11]3[CH:16]=[CH:15][C:14]([O:17][C:18]([F:21])([F:20])[F:19])=[CH:13][CH:12]=3)[C:6]=2[N:7]=1.[CH3:23][NH:24][CH3:25], predict the reaction product. The product is: [Cl:1][C:2]1[N:3]=[C:4]([N:24]([CH3:25])[CH3:23])[C:5]2[CH2:10][CH2:9][CH:8]([C:11]3[CH:16]=[CH:15][C:14]([O:17][C:18]([F:21])([F:20])[F:19])=[CH:13][CH:12]=3)[C:6]=2[N:7]=1. (3) Given the reactants [NH2:1][C:2]1[N:7]=[CH:6][C:5]([C:8]2[CH:17]=[CH:16][C:11]([C:12](OC)=[O:13])=[CH:10][CH:9]=2)=[CH:4][C:3]=1[C:18]1[N:19]=[CH:20][C:21]2[C:26]([CH:27]=1)=[C:25]([Cl:28])[CH:24]=[CH:23][C:22]=2F.[OH-:30].[Na+].[CH3:32][OH:33], predict the reaction product. The product is: [NH2:1][C:2]1[N:7]=[CH:6][C:5]([C:8]2[CH:17]=[CH:16][C:11]([C:12]([OH:30])=[O:13])=[CH:10][CH:9]=2)=[CH:4][C:3]=1[C:18]1[N:19]=[CH:20][C:21]2[C:26]([CH:27]=1)=[C:25]([Cl:28])[CH:24]=[CH:23][C:22]=2[O:33][CH3:32]. (4) Given the reactants [N:1]1([C:5]([C:7]2[CH:36]=[CH:35][C:10]([O:11][C:12]3[CH:13]=[C:14]([C:24]4[NH:28][C:27]([C:29]([NH:31][CH2:32][CH2:33]Cl)=[O:30])=[CH:26][CH:25]=4)[CH:15]=[C:16]([O:18][C@@H:19]([CH3:23])[CH2:20][O:21][CH3:22])[CH:17]=3)=[C:9]([F:37])[CH:8]=2)=[O:6])[CH2:4][CH2:3][CH2:2]1.[H-].[Na+].C(=O)([O-])O.[Na+], predict the reaction product. The product is: [N:1]1([C:5]([C:7]2[CH:36]=[CH:35][C:10]([O:11][C:12]3[CH:13]=[C:14]([C:24]4[NH:28][C:27]([C:29]5[O:30][CH2:33][CH2:32][N:31]=5)=[CH:26][CH:25]=4)[CH:15]=[C:16]([O:18][C@@H:19]([CH3:23])[CH2:20][O:21][CH3:22])[CH:17]=3)=[C:9]([F:37])[CH:8]=2)=[O:6])[CH2:4][CH2:3][CH2:2]1. (5) The product is: [CH3:9][O:10][C:11]1[CH:12]=[C:13]([NH:23][C:24]2[N:26]=[C:31]([C:32]([C:35]3[CH:40]=[CH:39][CH:38]=[C:37]([O:41][CH3:42])[CH:36]=3)([CH3:34])[CH3:33])[CH:30]=[CH:29][N:25]=2)[CH:14]=[CH:15][C:16]=1[N:17]1[CH:21]=[C:20]([CH3:22])[N:19]=[CH:18]1. Given the reactants [N+]([O-])(O)=O.[N+]([O-])(O)=O.[CH3:9][O:10][C:11]1[CH:12]=[C:13]([NH:23][C:24]([NH2:26])=[NH:25])[CH:14]=[CH:15][C:16]=1[N:17]1[CH:21]=[C:20]([CH3:22])[N:19]=[CH:18]1.CN(C)[CH:29]=[CH:30][C:31](=O)[C:32]([C:35]1[CH:40]=[CH:39][CH:38]=[C:37]([O:41][CH3:42])[CH:36]=1)([CH3:34])[CH3:33].C(N(CC)CC)C, predict the reaction product. (6) Given the reactants [Cl:1][C:2]1[CH:3]=[C:4]([C@@H:8]([CH2:19][CH:20]=[CH2:21])[C@@:9]([C:12]2[CH:17]=[CH:16][C:15]([Cl:18])=[CH:14][CH:13]=2)([NH2:11])[CH3:10])[CH:5]=[CH:6][CH:7]=1.C(O)(=O)C.[CH3:26][C:27]([CH3:29])=O.C([BH3-])#N.[Na+], predict the reaction product. The product is: [Cl:1][C:2]1[CH:3]=[C:4]([C@@H:8]([CH2:19][CH:20]=[CH2:21])[C@@:9]([C:12]2[CH:13]=[CH:14][C:15]([Cl:18])=[CH:16][CH:17]=2)([NH:11][CH:27]([CH3:29])[CH3:26])[CH3:10])[CH:5]=[CH:6][CH:7]=1. (7) Given the reactants Br[C:2]1[CH:3]=[C:4]2[C:9](=[CH:10][CH:11]=1)[C:8](=[O:12])[N:7]([CH2:13][CH2:14][N:15]1[CH2:19][CH2:18][CH2:17][CH2:16]1)[CH2:6][CH2:5]2.[F:20][C:21]1[CH:26]=[C:25]([C:27]([O:29][CH3:30])=[O:28])[CH:24]=[CH:23][C:22]=1B(O)O, predict the reaction product. The product is: [F:20][C:21]1[CH:26]=[C:25]([CH:24]=[CH:23][C:22]=1[C:2]1[CH:3]=[C:4]2[C:9](=[CH:10][CH:11]=1)[C:8](=[O:12])[N:7]([CH2:13][CH2:14][N:15]1[CH2:19][CH2:18][CH2:17][CH2:16]1)[CH2:6][CH2:5]2)[C:27]([O:29][CH3:30])=[O:28]. (8) Given the reactants [Mg].II.Br[C:5]1[CH:6]=[C:7]([CH:11]([CH3:13])[CH3:12])[CH:8]=[CH:9][CH:10]=1.[CH:14]([N:27]1[CH2:30][C:29](=[O:31])[CH2:28]1)([C:21]1[CH:26]=[CH:25][CH:24]=[CH:23][CH:22]=1)[C:15]1[CH:20]=[CH:19][CH:18]=[CH:17][CH:16]=1.[NH4+].[Cl-], predict the reaction product. The product is: [CH:14]([N:27]1[CH2:30][C:29]([C:5]2[CH:10]=[CH:9][CH:8]=[C:7]([CH:11]([CH3:13])[CH3:12])[CH:6]=2)([OH:31])[CH2:28]1)([C:21]1[CH:26]=[CH:25][CH:24]=[CH:23][CH:22]=1)[C:15]1[CH:16]=[CH:17][CH:18]=[CH:19][CH:20]=1. (9) Given the reactants [CH2:1]([O:3][CH:4]([O:30][CH2:31][CH3:32])[CH2:5][C@@H:6]([CH2:9][O:10][C:11](=[O:29])[CH2:12][CH2:13][CH2:14][CH2:15][CH2:16][CH2:17][CH2:18][CH2:19][CH2:20][CH2:21][CH2:22][CH2:23][CH2:24][CH2:25][CH2:26][CH2:27][CH3:28])[CH2:7][OH:8])[CH3:2].C(N([CH2:38][CH3:39])CC)C.[C:40]1(C)[CH:45]=C[C:43]([S:46](Cl)(=[O:48])=[O:47])=[CH:42][CH:41]=1, predict the reaction product. The product is: [C:38]1([CH3:39])[C:43]([S:46]([O:8][CH2:7][C@H:6]([CH2:9][O:10][C:11](=[O:29])[CH2:12][CH2:13][CH2:14][CH2:15][CH2:16][CH2:17][CH2:18][CH2:19][CH2:20][CH2:21][CH2:22][CH2:23][CH2:24][CH2:25][CH2:26][CH2:27][CH3:28])[CH2:5][CH:4]([O:3][CH2:1][CH3:2])[O:30][CH2:31][CH3:32])(=[O:48])=[O:47])=[CH:42][CH:41]=[CH:40][CH:45]=1.